Dataset: Forward reaction prediction with 1.9M reactions from USPTO patents (1976-2016). Task: Predict the product of the given reaction. (1) Given the reactants C(OC([N:8]1[CH2:13][CH2:12][C@@H:11]([NH:14][C:15]([NH:17][C:18]2[CH:23]=[CH:22][CH:21]=[C:20]([C:24]3[N:28]([CH3:29])[N:27]=[N:26][N:25]=3)[CH:19]=2)=[O:16])[C@H:10]([CH2:30][N:31]2[CH2:36][CH2:35][CH2:34][C@@H:33]([CH2:37][C:38]3[CH:43]=[CH:42][C:41]([F:44])=[CH:40][CH:39]=3)[CH2:32]2)[CH2:9]1)=O)(C)(C)C.FC(F)(F)C(O)=O, predict the reaction product. The product is: [F:44][C:41]1[CH:42]=[CH:43][C:38]([CH2:37][C@@H:33]2[CH2:34][CH2:35][CH2:36][N:31]([CH2:30][C@H:10]3[C@H:11]([NH:14][C:15]([NH:17][C:18]4[CH:23]=[CH:22][CH:21]=[C:20]([C:24]5[N:28]([CH3:29])[N:27]=[N:26][N:25]=5)[CH:19]=4)=[O:16])[CH2:12][CH2:13][NH:8][CH2:9]3)[CH2:32]2)=[CH:39][CH:40]=1. (2) The product is: [Br:1][C:2]1[C:3]([F:12])=[C:4]([NH2:9])[C:5]([NH2:8])=[CH:6][CH:7]=1. Given the reactants [Br:1][C:2]1[CH:7]=[CH:6][C:5]([NH2:8])=[C:4]([N+:9]([O-])=O)[C:3]=1[F:12].O.O.Cl[Sn]Cl, predict the reaction product. (3) Given the reactants [OH:1][C:2]1[CH:11]=[C:10]2[C:5]([C:6]([O:12][C:13]3[CH:14]=[C:15]4[C:19](=[CH:20][CH:21]=3)[NH:18][C:17]([CH3:22])=[CH:16]4)=[N:7][CH:8]=[N:9]2)=[CH:4][C:3]=1[O:23][CH3:24].C(=O)([O-])[O-].[K+].[K+].[CH3:31][N:32]([CH:34]=[O:35])[CH3:33], predict the reaction product. The product is: [CH3:24][O:23][C:3]1[CH:4]=[C:5]2[C:10](=[CH:11][C:2]=1[O:1][CH2:4][CH:5]1[CH2:10][CH2:31][N:32]([CH3:33])[C:34](=[O:35])[CH2:6]1)[N:9]=[CH:8][N:7]=[C:6]2[O:12][C:13]1[CH:14]=[C:15]2[C:19](=[CH:20][CH:21]=1)[NH:18][C:17]([CH3:22])=[CH:16]2. (4) Given the reactants [F:1][C:2]1[CH:24]=[CH:23][C:5]([CH2:6][C@H:7]2[CH2:12][C@H:11]([C:13]3[O:17][NH:16][C:15](=[O:18])[CH:14]=3)[CH2:10][CH2:9][N:8]2[C:19]([O:21][CH3:22])=[O:20])=[CH:4][CH:3]=1.CCO.C(#N)C, predict the reaction product. The product is: [F:1][C:2]1[CH:3]=[CH:4][C:5]([CH2:6][C@@H:7]2[CH2:12][C@@H:11]([C:13]3[O:17][NH:16][C:15](=[O:18])[CH:14]=3)[CH2:10][CH2:9][N:8]2[C:19]([O:21][CH3:22])=[O:20])=[CH:23][CH:24]=1.